Task: Binary Classification. Given a drug SMILES string, predict its activity (active/inactive) in a high-throughput screening assay against a specified biological target.. Dataset: Serine/threonine kinase 33 screen with 319,792 compounds (1) The compound is Brc1cc(C2(NC(=O)N(C2=O)CC(=O)NCc2ccc(OC)cc2)C)ccc1. The result is 0 (inactive). (2) The molecule is S(c1c([N+]([O-])=O)cc([N+]([O-])=O)cc1)c1ncccn1. The result is 0 (inactive). (3) The drug is S=C1NC(C(=C(N1c1ccccc1)C)C(OCCOC)=O)c1c(cccc1)C(F)(F)F. The result is 0 (inactive). (4) The drug is O(c1ccc(NC2CN(CCC2)Cc2c3c(ccc2)cncc3)cc1)C. The result is 0 (inactive). (5) The molecule is OC(CN1CCN(CC1)C(OCC)=O)COc1cc(c(cc1)C)C. The result is 0 (inactive). (6) The compound is S(=O)(=O)(NC(CO)(C)C)c1cc2Cc3c(c2cc1)ccc(S(=O)(=O)NC(CO)(C)C)c3. The result is 0 (inactive).